Task: Binary Classification. Given a miRNA mature sequence and a target amino acid sequence, predict their likelihood of interaction.. Dataset: Experimentally validated miRNA-target interactions with 360,000+ pairs, plus equal number of negative samples The miRNA is hsa-miR-4736 with sequence AGGCAGGUUAUCUGGGCUG. The protein sequence of the target gene is MGKEKTHINIVVIGHVDSGKSTTTGHLIYKCGGIDKRTIEKFEKEAAEMGKGSFKYAWVLDKLKAERERGITIDISLWKFETSKYYVTIIDAPGHRDFIKNMITGTSQADCAVLIVAAGVGEFEAGISKNGQTREHALLAYTLGVKQLIVGVNKMDSTEPPYSQKRYEEIVKEVSTYIKKIGYNPDTVAFVPISGWNGDNMLEPSANMPWFKGWKVTRKDGNASGTTLLEALDCILPPTRPTDKPLRLPLQDVYKIGGIGTVPVGRVETGVLKPGMVVTFAPVNVTTEVKSVEMHHEALS.... Result: 1 (interaction).